Task: Predict the reaction yield, written as a fraction of the theoretical maximum amount of product (1.0 means a 100% yield; for example, 0.34 means a 34% yield).. Dataset: Reaction yield outcomes from USPTO patents with 853,638 reactions (1) The reactants are [Cl:1][C:2]1[CH:7]=[N:6][C:5]2=[CH:8][N:9]([CH2:11][C:12]([NH:16][C:17](=[O:29])[C:18]3[CH:23]=[CH:22][C:21]([O:24][C:25]([F:28])([F:27])[F:26])=[CH:20][CH:19]=3)([C:14]#[N:15])[CH3:13])[N:10]=[C:4]2[CH:3]=1.[Cl:30]N1C(=O)CCC1=O. The catalyst is C(#N)C. The product is [C:14]([C:12]([NH:16][C:17](=[O:29])[C:18]1[CH:23]=[CH:22][C:21]([O:24][C:25]([F:26])([F:27])[F:28])=[CH:20][CH:19]=1)([CH3:13])[CH2:11][N:9]1[C:8]([Cl:30])=[C:5]2[N:6]=[CH:7][C:2]([Cl:1])=[CH:3][C:4]2=[N:10]1)#[N:15]. The yield is 0.890. (2) The product is [CH2:1]([O:9][C:10]1[CH:17]=[CH:16][C:13]([CH2:14][NH:25][CH2:24][C:23]2[CH:22]=[CH:21][C:20]([C:19]([F:18])([F:28])[F:29])=[CH:27][CH:26]=2)=[CH:12][CH:11]=1)[CH2:2][CH2:3][CH2:4][CH2:5][CH2:6][CH2:7][CH3:8]. The yield is 0.860. The reactants are [CH2:1]([O:9][C:10]1[CH:17]=[CH:16][C:13]([CH:14]=O)=[CH:12][CH:11]=1)[CH2:2][CH2:3][CH2:4][CH2:5][CH2:6][CH2:7][CH3:8].[F:18][C:19]([F:29])([F:28])[C:20]1[CH:27]=[CH:26][C:23]([CH2:24][NH2:25])=[CH:22][CH:21]=1. No catalyst specified.